This data is from Reaction yield outcomes from USPTO patents with 853,638 reactions. The task is: Predict the reaction yield, written as a fraction of the theoretical maximum amount of product (1.0 means a 100% yield; for example, 0.34 means a 34% yield). (1) The reactants are [F:1][C:2]1[CH:3]=[CH:4][C:5]([OH:24])=[C:6]([C:8]2(O)[C:16]3[C:11](=[CH:12][CH:13]=[CH:14][CH:15]=3)[N:10]([CH2:17][CH2:18][CH2:19][CH2:20][CH3:21])[C:9]2=[O:22])[CH:7]=1.FC(F)(F)C(O)=O.C([SiH](CC)CC)C. The catalyst is ClCCl. The product is [F:1][C:2]1[CH:3]=[CH:4][C:5]([OH:24])=[C:6]([CH:8]2[C:16]3[C:11](=[CH:12][CH:13]=[CH:14][CH:15]=3)[N:10]([CH2:17][CH2:18][CH2:19][CH2:20][CH3:21])[C:9]2=[O:22])[CH:7]=1. The yield is 0.910. (2) The reactants are [OH:1][CH:2]1[C:11]2[C:6](=[CH:7][CH:8]=[C:9]([N:12]3[C:17](=[O:18])[C:16]([CH2:19][C:20]4[CH:25]=[CH:24][C:23]([C:26]5[C:27]([C:32]#[N:33])=[CH:28][CH:29]=[CH:30][CH:31]=5)=[CH:22][CH:21]=4)=[C:15]([CH2:34][CH2:35][CH3:36])[N:14]=[C:13]3[CH3:37])[CH:10]=2)[O:5][C:4]([CH3:39])([CH3:38])[CH2:3]1.N1C(C)=CC=CC=1C.FC(F)(F)S(O[Si:54]([CH:61]([CH3:63])[CH3:62])([CH:58]([CH3:60])[CH3:59])[CH:55]([CH3:57])[CH3:56])(=O)=O. The product is [CH3:39][C:4]1([CH3:38])[CH2:3][CH:2]([O:1][Si:54]([CH:61]([CH3:63])[CH3:62])([CH:58]([CH3:60])[CH3:59])[CH:55]([CH3:57])[CH3:56])[C:11]2[C:6](=[CH:7][CH:8]=[C:9]([N:12]3[C:17](=[O:18])[C:16]([CH2:19][C:20]4[CH:25]=[CH:24][C:23]([C:26]5[C:27]([C:32]#[N:33])=[CH:28][CH:29]=[CH:30][CH:31]=5)=[CH:22][CH:21]=4)=[C:15]([CH2:34][CH2:35][CH3:36])[N:14]=[C:13]3[CH3:37])[CH:10]=2)[O:5]1. The catalyst is ClCCl.C(OCC)(=O)C. The yield is 1.00. (3) The reactants are [CH3:1][N:2]([C:4]1[NH:8][N:7]=[N:6][N:5]=1)[NH2:3].[CH3:9][C:10]([CH3:12])=O. No catalyst specified. The product is [CH3:1][N:2]([C:4]1[NH:8][N:7]=[N:6][N:5]=1)[N:3]=[C:10]([CH3:12])[CH3:9]. The yield is 1.00.